From a dataset of Catalyst prediction with 721,799 reactions and 888 catalyst types from USPTO. Predict which catalyst facilitates the given reaction. Reactant: [C:1]1([CH3:24])[CH:6]=[CH:5][C:4]([C:7]2[N:8]=[C:9]3[CH:23]=[CH:22][CH2:21][NH:20][C:10]3=[N:11][C:12]=2[C:13]2[CH:18]=[CH:17][C:16]([CH3:19])=[CH:15][CH:14]=2)=[CH:3][CH:2]=1.[Li]CCCC.[C:30](O[C:30]([O:32][C:33]([CH3:36])([CH3:35])[CH3:34])=[O:31])([O:32][C:33]([CH3:36])([CH3:35])[CH3:34])=[O:31]. Product: [C:1]1([CH3:24])[CH:6]=[CH:5][C:4]([C:7]2[N:8]=[C:9]3[CH:23]=[CH:22][CH2:21][N:20]([C:30]([O:32][C:33]([CH3:36])([CH3:35])[CH3:34])=[O:31])[C:10]3=[N:11][C:12]=2[C:13]2[CH:18]=[CH:17][C:16]([CH3:19])=[CH:15][CH:14]=2)=[CH:3][CH:2]=1. The catalyst class is: 28.